From a dataset of Forward reaction prediction with 1.9M reactions from USPTO patents (1976-2016). Predict the product of the given reaction. (1) Given the reactants [NH2:1][C:2]1[CH:7]=[C:6]([N+:8]([O-:10])=[O:9])[CH:5]=[CH:4][C:3]=1[CH3:11].[N+:12]([O-:15])([OH:14])=[O:13].[N:16]#[C:17][NH2:18].O, predict the reaction product. The product is: [N+:12]([O-:15])([OH:14])=[O:13].[CH3:11][C:3]1[CH:4]=[CH:5][C:6]([N+:8]([O-:10])=[O:9])=[CH:7][C:2]=1[NH:1][C:17]([NH2:18])=[NH:16]. (2) Given the reactants [H-].[Na+].[Cl:3][C:4]1[CH:9]=[CH:8][C:7]([S:10]([N:13]2[CH:22]3[CH2:23][CH:24]([C:26]4([OH:29])[CH2:28][CH2:27]4)[CH2:25][CH:14]2[CH2:15][C:16]2([CH2:21]3)[O:20][CH2:19][CH2:18][O:17]2)(=[O:12])=[O:11])=[CH:6][CH:5]=1.I[CH3:31], predict the reaction product. The product is: [Cl:3][C:4]1[CH:9]=[CH:8][C:7]([S:10]([N:13]2[CH:14]3[CH2:25][CH:24]([C:26]4([O:29][CH3:31])[CH2:28][CH2:27]4)[CH2:23][CH:22]2[CH2:21][C:16]2([CH2:15]3)[O:20][CH2:19][CH2:18][O:17]2)(=[O:12])=[O:11])=[CH:6][CH:5]=1. (3) Given the reactants [C:1]([O:5][C:6](=[O:14])[NH:7][C:8]1[CH:12]=[CH:11][S:10][C:9]=1I)([CH3:4])([CH3:3])[CH3:2].[Br:15][C:16]1[CH:21]=[CH:20][C:19](B(O)O)=[CH:18][CH:17]=1.C([O-])([O-])=O.[Na+].[Na+], predict the reaction product. The product is: [C:1]([O:5][C:6](=[O:14])[NH:7][C:8]1[CH:12]=[CH:11][S:10][C:9]=1[C:19]1[CH:20]=[CH:21][C:16]([Br:15])=[CH:17][CH:18]=1)([CH3:4])([CH3:3])[CH3:2]. (4) Given the reactants [Cl:1][C:2]1[CH:7]=[C:6]([C:8]([CH3:11])([CH3:10])[CH3:9])[CH:5]=[CH:4][C:3]=1[OH:12].[I-].C[O:15][C:16]([C:18]1([CH2:28][CH3:29])[CH2:22][C:21]2[CH:23]=[C:24]([OH:27])[CH:25]=[CH:26][C:20]=2[O:19]1)=[O:17].[C:30]1(O)[CH:35]=CC=C[CH:31]=1, predict the reaction product. The product is: [C:8]([C:6]1[CH:5]=[CH:4][C:3]([O:12][CH2:31][CH2:30][CH2:35][O:27][C:24]2[CH:25]=[CH:26][C:20]3[O:19][C:18]([CH2:28][CH3:29])([C:16]([OH:15])=[O:17])[CH2:22][C:21]=3[CH:23]=2)=[C:2]([Cl:1])[CH:7]=1)([CH3:9])([CH3:11])[CH3:10]. (5) Given the reactants C(OC(=O)[NH:7][C@H:8]([C@@H:30]1[O:34][C:33](=[O:35])[N:32]([C:36]2([C:39]3[CH:44]=[CH:43][CH:42]=[C:41]([C:45]([CH3:48])([CH3:47])[CH3:46])[CH:40]=3)[CH2:38][CH2:37]2)[CH2:31]1)[CH2:9][C:10]1[CH:15]=[CH:14][C:13]([NH:16][C:17]2[CH:22]=[C:21]([C:23]3[CH:28]=[CH:27][CH:26]=[CH:25][CH:24]=3)[CH:20]=[C:19]([CH3:29])[N:18]=2)=[CH:12][CH:11]=1)(C)(C)C.C(O)(C(F)(F)F)=O, predict the reaction product. The product is: [NH2:7][C@H:8]([C@@H:30]1[O:34][C:33](=[O:35])[N:32]([C:36]2([C:39]3[CH:44]=[CH:43][CH:42]=[C:41]([C:45]([CH3:48])([CH3:47])[CH3:46])[CH:40]=3)[CH2:37][CH2:38]2)[CH2:31]1)[CH2:9][C:10]1[CH:15]=[CH:14][C:13]([NH:16][C:17]2[CH:22]=[C:21]([C:23]3[CH:24]=[CH:25][CH:26]=[CH:27][CH:28]=3)[CH:20]=[C:19]([CH3:29])[N:18]=2)=[CH:12][CH:11]=1. (6) Given the reactants [Cl:1][C:2]1[CH:7]=[CH:6][C:5]([S:8]([N:11]([CH2:18][C:19]2[CH:28]=[CH:27][C:22]([C:23]([O:25]C)=[O:24])=[CH:21][CH:20]=2)[CH:12]2[CH2:17][CH2:16][CH2:15][CH2:14][CH2:13]2)(=[O:10])=[O:9])=[CH:4][CH:3]=1.O.[OH-].[Li+].O, predict the reaction product. The product is: [Cl:1][C:2]1[CH:3]=[CH:4][C:5]([S:8]([N:11]([CH2:18][C:19]2[CH:20]=[CH:21][C:22]([C:23]([OH:25])=[O:24])=[CH:27][CH:28]=2)[CH:12]2[CH2:17][CH2:16][CH2:15][CH2:14][CH2:13]2)(=[O:9])=[O:10])=[CH:6][CH:7]=1.